Dataset: Reaction yield outcomes from USPTO patents with 853,638 reactions. Task: Predict the reaction yield, written as a fraction of the theoretical maximum amount of product (1.0 means a 100% yield; for example, 0.34 means a 34% yield). (1) The product is [F:44][C:45]([F:58])([F:57])[S:46]([O:9][C:8]1[N:7]=[C:6]([C:10]2[CH:15]=[CH:14][CH:13]=[CH:12][C:11]=2[O:17][CH2:18][C:19]2[CH:24]=[CH:23][CH:22]=[CH:21][CH:20]=2)[N:5]([CH2:25][CH2:26][C:27]2[CH:32]=[CH:31][CH:30]=[C:29]([F:33])[CH:28]=2)[C:4](=[O:34])[C:3]=1[CH2:1][CH3:2])(=[O:48])=[O:47]. The catalyst is C(Cl)Cl.CCOC(C)=O. The reactants are [CH2:1]([C:3]1[C:4](=[O:34])[N:5]([CH2:25][CH2:26][C:27]2[CH:32]=[CH:31][CH:30]=[C:29]([F:33])[CH:28]=2)[C:6]([C:10]2[CH:15]=[CH:14][CH:13]=[C:12](F)[C:11]=2[O:17][CH2:18][C:19]2[CH:24]=[CH:23][CH:22]=[CH:21][CH:20]=2)=[N:7][C:8]=1[OH:9])[CH3:2].N1C(C)=CC(C)=CC=1C.[F:44][C:45]([F:58])([F:57])[S:46](O[S:46]([C:45]([F:58])([F:57])[F:44])(=[O:48])=[O:47])(=[O:48])=[O:47]. The yield is 0.470. (2) The reactants are C([O:8][C:9]1[C:18]2[C:13](=[C:14]([CH3:21])[C:15]([O:19][CH3:20])=[CH:16][CH:17]=2)[N:12]=[C:11](Cl)[CH:10]=1)C1C=CC=CC=1.[CH:23]([C:26]1[CH:30]=[CH:29][NH:28][N:27]=1)([CH3:25])[CH3:24]. No catalyst specified. The product is [OH:8][C:9]1[C:18]2[C:13](=[C:14]([CH3:21])[C:15]([O:19][CH3:20])=[CH:16][CH:17]=2)[N:12]=[C:11]([N:28]2[CH:29]=[CH:30][C:26]([CH:23]([CH3:25])[CH3:24])=[N:27]2)[CH:10]=1. The yield is 0.950. (3) The reactants are C([O:6][C@@H:7]([C:9]1[N:14]=[C:13]([N:15]2[CH2:20][CH2:19][C:18]3[N:21]([CH3:35])[N:22]([C:25]4[CH:34]=[N:33][C:32]5[C:27](=[CH:28][CH:29]=[CH:30][CH:31]=5)[N:26]=4)[C:23](=[O:24])[C:17]=3[CH2:16]2)[CH:12]=[CH:11][N:10]=1)[CH3:8])(=O)CCC.C(=O)([O-])[O-].[K+].[K+]. The catalyst is CO.O1CCCC1. The product is [OH:6][C@@H:7]([C:9]1[N:14]=[C:13]([N:15]2[CH2:20][CH2:19][C:18]3[N:21]([CH3:35])[N:22]([C:25]4[CH:34]=[N:33][C:32]5[C:27](=[CH:28][CH:29]=[CH:30][CH:31]=5)[N:26]=4)[C:23](=[O:24])[C:17]=3[CH2:16]2)[CH:12]=[CH:11][N:10]=1)[CH3:8]. The yield is 0.710. (4) The reactants are [NH:1]1[CH:5]=[CH:4][C:3]([CH:6]=O)=[N:2]1.[NH2:8][CH2:9][C:10]1[CH:37]=[CH:36][C:13]([CH2:14][N:15]([CH2:26][C:27]2[NH:31][C:30]3[CH:32]=[CH:33][CH:34]=[CH:35][C:29]=3[N:28]=2)[CH:16]2[C:25]3[N:24]=[CH:23][CH:22]=[CH:21][C:20]=3[CH2:19][CH2:18][CH2:17]2)=[CH:12][CH:11]=1.[BH4-].[Na+]. The catalyst is CO. The product is [NH:28]1[C:29]2[CH:35]=[CH:34][CH:33]=[CH:32][C:30]=2[N:31]=[C:27]1[CH2:26][N:15]([CH2:14][C:13]1[CH:36]=[CH:37][C:10]([CH2:9][NH:8][CH2:6][C:3]2[CH:4]=[CH:5][NH:1][N:2]=2)=[CH:11][CH:12]=1)[CH:16]1[C:25]2[N:24]=[CH:23][CH:22]=[CH:21][C:20]=2[CH2:19][CH2:18][CH2:17]1. The yield is 0.600. (5) The reactants are [NH2:1][C:2]1[CH:25]=[CH:24][C:5]([O:6][C:7]2[C:16]3[C:11](=[CH:12][C:13]([O:19][CH2:20][C@H:21]4[CH2:23][O:22]4)=[C:14]([C:17]#[N:18])[CH:15]=3)[N:10]=[CH:9][CH:8]=2)=[CH:4][C:3]=1[Cl:26].[CH2:27]([NH:29][CH2:30][CH3:31])[CH3:28]. The catalyst is O1CCCC1. The product is [NH2:1][C:2]1[CH:25]=[CH:24][C:5]([O:6][C:7]2[C:16]3[C:11](=[CH:12][C:13]([O:19][CH2:20][C@H:21]([OH:22])[CH2:23][N:29]([CH2:30][CH3:31])[CH2:27][CH3:28])=[C:14]([C:17]#[N:18])[CH:15]=3)[N:10]=[CH:9][CH:8]=2)=[CH:4][C:3]=1[Cl:26]. The yield is 0.842. (6) The reactants are Br.Br[CH2:3][C:4]1[CH:9]=[CH:8][CH:7]=[CH:6][N:5]=1.CCN(C(C)C)C(C)C.[C:19]1([S:25]([O-:27])=[O:26])[CH:24]=[CH:23][CH:22]=[CH:21][CH:20]=1.[Na+]. The catalyst is CC#N. The product is [C:19]1([S:25]([CH2:3][C:4]2[CH:9]=[CH:8][CH:7]=[CH:6][N:5]=2)(=[O:27])=[O:26])[CH:24]=[CH:23][CH:22]=[CH:21][CH:20]=1. The yield is 0.800. (7) The reactants are [F:1][C:2]1[CH:7]=[C:6]([N:8]2[CH:13]=[CH:12][CH:11]=[CH:10][C:9]2=[O:14])[CH:5]=[CH:4][C:3]=1[CH:15]([C:20]([C:22]1[N:26]([C:27]2[CH:32]=[CH:31][C:30]([O:33][CH3:34])=[CH:29][CH:28]=2)[N:25]=[C:24]([C:35]([F:38])([F:37])[F:36])[CH:23]=1)=[O:21])C(OC)=O.S(O)(O)(=O)=O. The catalyst is CO. The product is [F:1][C:2]1[CH:7]=[C:6]([N:8]2[CH:13]=[CH:12][CH:11]=[CH:10][C:9]2=[O:14])[CH:5]=[CH:4][C:3]=1[CH2:15][C:20]([C:22]1[N:26]([C:27]2[CH:28]=[CH:29][C:30]([O:33][CH3:34])=[CH:31][CH:32]=2)[N:25]=[C:24]([C:35]([F:38])([F:37])[F:36])[CH:23]=1)=[O:21]. The yield is 0.520. (8) The yield is 0.720. The catalyst is C1COCC1. The product is [OH:4][CH2:3][CH:2]([NH:1][S:13]([C:11]1[S:12][C:8]([Br:7])=[CH:9][CH:10]=1)(=[O:15])=[O:14])[CH2:5][OH:6]. The reactants are [NH2:1][CH:2]([CH2:5][OH:6])[CH2:3][OH:4].[Br:7][C:8]1[S:12][C:11]([S:13](Cl)(=[O:15])=[O:14])=[CH:10][CH:9]=1.C(N(CC)CC)C. (9) The reactants are Br[C:2]1[S:6][C:5]([CH2:7][N:8]([CH3:16])[C:9](=[O:15])[O:10][C:11]([CH3:14])([CH3:13])[CH3:12])=[CH:4][C:3]=1[S:17]([C:20]1[CH:21]=[N:22][CH:23]=[CH:24][CH:25]=1)(=[O:19])=[O:18].[F:26][C:27]1[C:32](B(O)O)=[CH:31][CH:30]=[CH:29][N:28]=1.C(=O)([O-])[O-].[Na+].[Na+].COCCOC. The catalyst is [Pd].C1(P(C2C=CC=CC=2)C2C=CC=CC=2)C=CC=CC=1.C1(P(C2C=CC=CC=2)C2C=CC=CC=2)C=CC=CC=1.C1(P(C2C=CC=CC=2)C2C=CC=CC=2)C=CC=CC=1.C1(P(C2C=CC=CC=2)C2C=CC=CC=2)C=CC=CC=1.O. The product is [F:26][C:27]1[C:32]([C:2]2[S:6][C:5]([CH2:7][N:8]([CH3:16])[C:9](=[O:15])[O:10][C:11]([CH3:14])([CH3:13])[CH3:12])=[CH:4][C:3]=2[S:17]([C:20]2[CH:21]=[N:22][CH:23]=[CH:24][CH:25]=2)(=[O:19])=[O:18])=[CH:31][CH:30]=[CH:29][N:28]=1. The yield is 0.560. (10) The reactants are [CH3:1][O:2][C:3](=[O:23])[CH2:4][C:5]1[CH:10]=[CH:9][CH:8]=[C:7]([C:11]#[C:12][CH2:13][CH2:14][O:15][Si](C(C)(C)C)(C)C)[CH:6]=1.[H][H]. The catalyst is CO.[Pd]. The product is [CH3:1][O:2][C:3](=[O:23])[CH2:4][C:5]1[CH:10]=[CH:9][CH:8]=[C:7]([CH2:11][CH2:12][CH2:13][CH2:14][OH:15])[CH:6]=1. The yield is 0.640.